Dataset: Forward reaction prediction with 1.9M reactions from USPTO patents (1976-2016). Task: Predict the product of the given reaction. The product is: [C:18]([NH:17][CH:14]1[CH2:15][CH2:16][NH:11][CH2:12][CH2:13]1)([O:20][C:21]([CH3:24])([CH3:23])[CH3:22])=[O:19]. Given the reactants C([N:11]1[CH2:16][CH2:15][CH:14]([NH:17][C:18]([O:20][C:21]([CH3:24])([CH3:23])[CH3:22])=[O:19])[CH2:13][CH2:12]1)(OCC1C=CC=CC=1)=O, predict the reaction product.